From a dataset of Catalyst prediction with 721,799 reactions and 888 catalyst types from USPTO. Predict which catalyst facilitates the given reaction. (1) Reactant: [OH2:1].[Cl:2][C:3]1[CH:16]=[CH:15][C:6]2[C:7]([C:10]([O:12]CC)=O)=[N:8][O:9][C:5]=2[CH:4]=1.C[N:18]([CH:20]=O)C.[C:22](Cl)(=[O:26])[C:23](Cl)=O. Product: [Cl:2][C:3]1[CH:16]=[CH:15][C:6]2[C:7]([C:10]([NH:8][C:7]3[CH:6]=[CH:5][C:4]([C:20]#[N:18])=[CH:3][C:23]=3[C:22]([OH:26])=[O:1])=[O:12])=[N:8][O:9][C:5]=2[CH:4]=1. The catalyst class is: 157. (2) Reactant: [NH2:1][CH2:2][CH2:3][CH2:4][CH2:5][N:6]1[C:18]2[C:17]3[CH:16]=[CH:15][CH:14]=[CH:13][C:12]=3[N:11]=[C:10]([NH2:19])[C:9]=2[N:8]=[CH:7]1.[CH3:20][N:21]([CH3:36])[C:22]1[CH:31]=[CH:30][CH:29]=[C:28]2[C:23]=1[CH:24]=[CH:25][CH:26]=[C:27]2[S:32](Cl)(=[O:34])=[O:33]. Product: [NH2:19][C:10]1[C:9]2[N:8]=[CH:7][N:6]([CH2:5][CH2:4][CH2:3][CH2:2][NH:1][S:32]([C:27]3[C:28]4[C:23](=[C:22]([N:21]([CH3:36])[CH3:20])[CH:31]=[CH:30][CH:29]=4)[CH:24]=[CH:25][CH:26]=3)(=[O:34])=[O:33])[C:18]=2[C:17]2[CH:16]=[CH:15][CH:14]=[CH:13][C:12]=2[N:11]=1. The catalyst class is: 17. (3) Reactant: Br[C:2]1[CH:7]=[CH:6][C:5]([CH2:8][CH2:9][F:10])=[CH:4][CH:3]=1.C([Li])CCC.CCCCCC.C[O:23][B:24](OC)[O:25]C.Cl. Product: [F:10][CH2:9][CH2:8][C:5]1[CH:6]=[CH:7][C:2]([B:24]([OH:25])[OH:23])=[CH:3][CH:4]=1. The catalyst class is: 1. (4) Reactant: Cl[C:2]([C:4]1[CH:5]=[C:6]2[C:10](=[CH:11][C:12]=1[OH:13])[NH:9][N:8]=[C:7]2[CH2:14][C:15]1[CH:20]=[CH:19][CH:18]=[C:17](C)C=1)=[O:3].[CH3:22][NH:23][CH2:24][CH2:25][CH2:26][CH3:27].[CH2:28](N(C(C)C)C(C)C)C. Product: [CH2:24]([N:23]([CH3:22])[C:2]([C:4]1[CH:5]=[C:6]2[C:10](=[CH:11][C:12]=1[OH:13])[NH:9][N:8]=[C:7]2[C:14]1[CH:15]=[CH:20][CH:19]=[C:18]([CH3:17])[CH:28]=1)=[O:3])[CH2:25][CH2:26][CH3:27]. The catalyst class is: 1. (5) Product: [C:8]([C:5]1[CH:6]=[CH:7][C:2]([C:18]#[C:17][C:11]2[CH:16]=[CH:15][CH:14]=[CH:13][CH:12]=2)=[CH:3][CH:4]=1)(=[O:10])[CH3:9]. The catalyst class is: 28. Reactant: Br[C:2]1[CH:7]=[CH:6][C:5]([C:8](=[O:10])[CH3:9])=[CH:4][CH:3]=1.[C:11]1([C:17]#[CH:18])[CH:16]=[CH:15][CH:14]=[CH:13][CH:12]=1.C(N(CC)CC)C.[Cl-].[NH4+]. (6) Reactant: [N:1]1([CH2:6][C:7]2[CH:23]=[CH:22][C:10]([CH2:11][N:12]3[CH:20]=[C:19]4[C:14]([N:15]=[CH:16][N:17]=[C:18]4Cl)=[N:13]3)=[CH:9][CH:8]=2)[CH:5]=[CH:4][CH:3]=[N:2]1.[Cl:24][C:25]1[CH:26]=[C:27]([CH2:36][OH:37])[C:28]2[O:32][C:31]([C:33]#[N:34])=[CH:30][C:29]=2[CH:35]=1.C([O-])([O-])=O.[K+].[K+]. Product: [N:1]1([CH2:6][C:7]2[CH:23]=[CH:22][C:10]([CH2:11][N:12]3[CH:20]=[C:19]4[C:14]([N:15]=[CH:16][N:17]=[C:18]4[O:37][CH2:36][C:27]4[C:28]5[O:32][C:31]([C:33]#[N:34])=[CH:30][C:29]=5[CH:35]=[C:25]([Cl:24])[CH:26]=4)=[N:13]3)=[CH:9][CH:8]=2)[CH:5]=[CH:4][CH:3]=[N:2]1. The catalyst class is: 9. (7) Reactant: [C:1]([O:5][C:6]([N:8]1[CH2:11][CH:10]([N:12]2[CH:16]=[C:15]([C:17](O)=[O:18])[C:14]([C:20]3[CH:25]=[CH:24][C:23]([O:26][C:27]4[CH:32]=[CH:31][CH:30]=[CH:29][CH:28]=4)=[CH:22][CH:21]=3)=[N:13]2)[CH2:9]1)=[O:7])([CH3:4])([CH3:3])[CH3:2].[NH4+].[Cl-].C[N:36](C(ON1N=NC2C=CC=NC1=2)=[N+](C)C)C.F[P-](F)(F)(F)(F)F.CCN(C(C)C)C(C)C. Product: [C:1]([O:5][C:6]([N:8]1[CH2:11][CH:10]([N:12]2[CH:16]=[C:15]([C:17](=[O:18])[NH2:36])[C:14]([C:20]3[CH:25]=[CH:24][C:23]([O:26][C:27]4[CH:32]=[CH:31][CH:30]=[CH:29][CH:28]=4)=[CH:22][CH:21]=3)=[N:13]2)[CH2:9]1)=[O:7])([CH3:2])([CH3:3])[CH3:4]. The catalyst class is: 3. (8) Reactant: [S:1]1[C:9]2[C:4](=[N:5][CH:6]=[CH:7][C:8]=2[OH:10])[CH:3]=[CH:2]1.Cl[C:12]1[C:21]2[C:16](=[CH:17][C:18]([O:24][CH3:25])=[C:19]([O:22][CH3:23])[CH:20]=2)[N:15]=[CH:14][CH:13]=1.O. Product: [CH3:23][O:22][C:19]1[CH:20]=[C:21]2[C:16](=[CH:17][C:18]=1[O:24][CH3:25])[N:15]=[CH:14][CH:13]=[C:12]2[O:10][C:8]1[CH:7]=[CH:6][N:5]=[C:4]2[CH:3]=[CH:2][S:1][C:9]=12. The catalyst class is: 420.